This data is from Full USPTO retrosynthesis dataset with 1.9M reactions from patents (1976-2016). The task is: Predict the reactants needed to synthesize the given product. (1) Given the product [ClH:31].[ClH:31].[NH2:7][C@H:8]([CH2:21][C:22]1[CH:27]=[CH:26][C:25]([F:28])=[C:24]([F:29])[CH:23]=1)[CH2:9][C:10]([N:12]1[CH2:17][CH2:16][N:15]2[CH:18]=[CH:19][N:20]=[C:14]2[CH2:13]1)=[O:11], predict the reactants needed to synthesize it. The reactants are: CC(C)(OC([NH:7][C@H:8]([CH2:21][C:22]1[CH:27]=[CH:26][C:25]([F:28])=[C:24]([F:29])[CH:23]=1)[CH2:9][C:10]([N:12]1[CH2:17][CH2:16][N:15]2[CH:18]=[CH:19][N:20]=[C:14]2[CH2:13]1)=[O:11])=O)C.[ClH:31]. (2) Given the product [Cl:28][C:29]1[C:34]([Cl:35])=[CH:33][CH:32]=[CH:31][C:30]=1[O:36][C@H:37]1[CH2:38][C@H:39]([NH:41][CH2:17][C:16]2[C:11]3[N:12]([C:8]([CH2:7][OH:6])=[CH:9][N:10]=3)[CH:13]=[CH:14][CH:15]=2)[CH2:40]1, predict the reactants needed to synthesize it. The reactants are: CC([Si](C)(C)[O:6][CH2:7][C:8]1[N:12]2[CH:13]=[CH:14][CH:15]=[C:16]([CH:17]=O)[C:11]2=[N:10][CH:9]=1)(C)C.S([O-])([O-])(=O)=O.[Mg+2].Cl.[Cl:28][C:29]1[C:34]([Cl:35])=[CH:33][CH:32]=[CH:31][C:30]=1[O:36][C@H:37]1[CH2:40][C@H:39]([NH2:41])[CH2:38]1.CCN(C(C)C)C(C)C.C(O[BH-](OC(=O)C)OC(=O)C)(=O)C.[Na+].C(=O)(O)[O-].[Na+].[F-].C([N+](CCCC)(CCCC)CCCC)CCC. (3) Given the product [ClH:1].[N:2]12[CH2:9][CH2:8][CH:5]([CH2:6][CH2:7]1)[C@@H:4]([NH:10][C:11]([C:13]1[S:14][C:15]3[C:21]([C:29]4[CH:28]=[CH:27][CH:26]=[C:25]([CH2:24][OH:23])[CH:30]=4)=[CH:20][CH:19]=[CH:18][C:16]=3[CH:17]=1)=[O:12])[CH2:3]2, predict the reactants needed to synthesize it. The reactants are: [ClH:1].[N:2]12[CH2:9][CH2:8][CH:5]([CH2:6][CH2:7]1)[C@@H:4]([NH:10][C:11]([C:13]1[S:14][C:15]3[C:21](Br)=[CH:20][CH:19]=[CH:18][C:16]=3[CH:17]=1)=[O:12])[CH2:3]2.[OH:23][CH2:24][C:25]1[CH:26]=[C:27](B(O)O)[CH:28]=[CH:29][CH:30]=1.C(=O)([O-])[O-].[Na+].[Na+]. (4) Given the product [NH:28]1[C:36]2[C:31](=[CH:32][CH:33]=[CH:34][CH:35]=2)[CH:30]=[C:29]1[CH2:37][N:26]([CH3:27])[CH2:25][CH2:24][CH2:23][N:19]1[CH2:18][C@@H:17]([C:10]2[C:9]3[C:14](=[CH:15][CH:16]=[C:7]([O:6][CH3:5])[CH:8]=3)[N:13]=[CH:12][CH:11]=2)[O:21][C:20]1=[O:22], predict the reactants needed to synthesize it. The reactants are: C(O)(=O)C.[CH3:5][O:6][C:7]1[CH:8]=[C:9]2[C:14](=[CH:15][CH:16]=1)[N:13]=[CH:12][CH:11]=[C:10]2[C@H:17]1[O:21][C:20](=[O:22])[N:19]([CH2:23][CH2:24][CH2:25][NH:26][CH3:27])[CH2:18]1.[NH:28]1[C:36]2[C:31](=[CH:32][CH:33]=[CH:34][CH:35]=2)[CH:30]=[C:29]1[CH:37]=O.CC=C(C)C.C(O[BH-](OC(=O)C)OC(=O)C)(=O)C.[Na+].